Dataset: Reaction yield outcomes from USPTO patents with 853,638 reactions. Task: Predict the reaction yield, written as a fraction of the theoretical maximum amount of product (1.0 means a 100% yield; for example, 0.34 means a 34% yield). (1) The reactants are [OH:1][C:2]1[CH:11]=[C:10]2[C:5]([CH:6]=[C:7]([NH:12][C:13]([CH:15]3[CH2:17][CH2:16]3)=[O:14])[N:8]=[CH:9]2)=[CH:4][CH:3]=1.O1CCCC1.C[CH2:24][O:25][C:26]([C@@H:28](O)[CH3:29])=[O:27].C1(P(C2C=CC=CC=2)C2C=CC=CC=2)C=CC=CC=1.N(C(OCC)=O)=NC(OCC)=O. The catalyst is C(OCC)(=O)C. The product is [CH:15]1([C:13]([NH:12][C:7]2[N:8]=[CH:9][C:10]3[C:5]([CH:6]=2)=[CH:4][CH:3]=[C:2]([O:1][C@H:28]([CH3:29])[C:26]([O:25][CH3:24])=[O:27])[CH:11]=3)=[O:14])[CH2:16][CH2:17]1. The yield is 1.00. (2) The reactants are [Cl:1][C:2]1[C:20]([O:21][CH3:22])=[CH:19][C:5]([C:6]([NH:8][C:9]2[CH:18]=[CH:17][C:12]([C:13]([O:15]C)=[O:14])=[CH:11][CH:10]=2)=[O:7])=[CH:4][C:3]=1[O:23][CH:24]([CH3:26])[CH3:25]. The catalyst is O1CCOCC1. The product is [Cl:1][C:2]1[C:20]([O:21][CH3:22])=[CH:19][C:5]([C:6]([NH:8][C:9]2[CH:10]=[CH:11][C:12]([C:13]([OH:15])=[O:14])=[CH:17][CH:18]=2)=[O:7])=[CH:4][C:3]=1[O:23][CH:24]([CH3:26])[CH3:25]. The yield is 0.550. (3) The reactants are [Cl:1][C:2]1[CH:10]=[CH:9][C:8]2[NH:7][C:6]3[CH2:11][CH2:12][N:13]([C:16]([O:18][C:19]([CH3:22])([CH3:21])[CH3:20])=[O:17])[CH2:14][CH2:15][C:5]=3[C:4]=2[C:3]=1[Cl:23].[H-].[Na+].Br[C:27]1[CH:28]=[C:29]([O:33][CH2:34][CH3:35])[CH:30]=[CH:31][CH:32]=1. The catalyst is CN(C=O)C. The product is [Cl:1][C:2]1[CH:10]=[CH:9][C:8]2[N:7]([CH2:35][CH2:34][O:33][C:29]3[CH:30]=[CH:31][CH:32]=[CH:27][CH:28]=3)[C:6]3[CH2:11][CH2:12][N:13]([C:16]([O:18][C:19]([CH3:20])([CH3:22])[CH3:21])=[O:17])[CH2:14][CH2:15][C:5]=3[C:4]=2[C:3]=1[Cl:23]. The yield is 0.130. (4) The reactants are [NH2:1][C@@H:2]1[C@@H:7]([O:8][CH2:9][C:10]2[CH:15]=[CH:14][CH:13]=[CH:12][CH:11]=2)[C@H:6]([O:16][CH2:17][C:18]2[CH:23]=[CH:22][CH:21]=[CH:20][CH:19]=2)[C@@H:5]([CH2:24][O:25][CH2:26][C:27]2[CH:32]=[CH:31][CH:30]=[CH:29][CH:28]=2)[CH2:4][C@@H:3]1[OH:33].N1C=CN=C1.[C:39]([Si:43](Cl)([CH3:45])[CH3:44])([CH3:42])([CH3:41])[CH3:40]. The catalyst is C(Cl)Cl. The product is [CH2:9]([O:8][C@H:7]1[C@H:6]([O:16][CH2:17][C:18]2[CH:19]=[CH:20][CH:21]=[CH:22][CH:23]=2)[C@@H:5]([CH2:24][O:25][CH2:26][C:27]2[CH:32]=[CH:31][CH:30]=[CH:29][CH:28]=2)[CH2:4][C@H:3]([O:33][Si:43]([C:39]([CH3:42])([CH3:41])[CH3:40])([CH3:45])[CH3:44])[C@@H:2]1[NH2:1])[C:10]1[CH:11]=[CH:12][CH:13]=[CH:14][CH:15]=1. The yield is 0.680.